The task is: Regression. Given a peptide amino acid sequence and an MHC pseudo amino acid sequence, predict their binding affinity value. This is MHC class II binding data.. This data is from Peptide-MHC class II binding affinity with 134,281 pairs from IEDB. The peptide sequence is RLGKEFIRCLALPFR. The MHC is DRB1_0701 with pseudo-sequence DRB1_0701. The binding affinity (normalized) is 0.728.